Dataset: Forward reaction prediction with 1.9M reactions from USPTO patents (1976-2016). Task: Predict the product of the given reaction. (1) The product is: [CH3:42][N:43]1[C:48]2[CH:49]=[CH:50][C:51]([S:53]([O:1][C:2]3[CH:10]=[CH:9][C:8]([C:11]4[N:12]([C:27]([O:29][C:30]([CH3:31])([CH3:33])[CH3:32])=[O:28])[C:13]5[C:18]([CH:19]=4)=[CH:17][C:16]([CH2:20][N:21]4[CH2:26][CH2:25][CH2:24][CH2:23][CH2:22]4)=[CH:15][CH:14]=5)=[C:7]4[C:3]=3[CH2:4][NH:5][C:6]4=[O:34])(=[O:55])=[O:54])=[CH:52][C:47]=2[O:46][CH2:45][CH2:44]1. Given the reactants [OH:1][C:2]1[CH:10]=[CH:9][C:8]([C:11]2[N:12]([C:27]([O:29][C:30]([CH3:33])([CH3:32])[CH3:31])=[O:28])[C:13]3[C:18]([CH:19]=2)=[CH:17][C:16]([CH2:20][N:21]2[CH2:26][CH2:25][CH2:24][CH2:23][CH2:22]2)=[CH:15][CH:14]=3)=[C:7]2[C:3]=1[CH2:4][NH:5][C:6]2=[O:34].C(N(CC)CC)C.[CH3:42][N:43]1[C:48]2[CH:49]=[CH:50][C:51]([S:53](Cl)(=[O:55])=[O:54])=[CH:52][C:47]=2[O:46][CH2:45][CH2:44]1, predict the reaction product. (2) The product is: [C:1]([C:4]1[S:5][C:6]([C:9]#[N:10])=[CH:7][N:8]=1)(=[O:3])[CH3:2]. Given the reactants [C:1]([C:4]1[S:5][C:6]([CH:9]=[N:10]O)=[CH:7][N:8]=1)(=[O:3])[CH3:2], predict the reaction product.